Dataset: Forward reaction prediction with 1.9M reactions from USPTO patents (1976-2016). Task: Predict the product of the given reaction. (1) Given the reactants Cl.[N:2]1[CH:7]=[CH:6][C:5]([N:8]2[CH2:12][CH2:11][C:10]3([CH2:17][CH2:16][NH:15][CH2:14][CH2:13]3)[CH2:9]2)=[CH:4][CH:3]=1.CCN(C(C)C)C(C)C.Cl[CH2:28][C:29]([NH:31][C:32]1[S:33][CH:34]=[C:35]([CH2:37][C:38]([O:40][CH2:41][CH3:42])=[O:39])[N:36]=1)=[O:30], predict the reaction product. The product is: [N:2]1[CH:3]=[CH:4][C:5]([N:8]2[CH2:12][CH2:11][C:10]3([CH2:17][CH2:16][N:15]([CH2:28][C:29]([NH:31][C:32]4[S:33][CH:34]=[C:35]([CH2:37][C:38]([O:40][CH2:41][CH3:42])=[O:39])[N:36]=4)=[O:30])[CH2:14][CH2:13]3)[CH2:9]2)=[CH:6][CH:7]=1. (2) Given the reactants [OH:1][C:2]1[CH:3]=[CH:4][C:5]2[C:9]([O:10][C:11]3[CH:16]=[CH:15][C:14](/[CH:17]=[CH:18]/[C:19]([OH:21])=[O:20])=[CH:13][CH:12]=3)=[C:8]([C:22]3[CH:27]=[CH:26][CH:25]=[CH:24][C:23]=3[CH:28]([CH3:30])[CH3:29])[S:7][C:6]=2[CH:31]=1.[Si:32](Cl)([C:35]([CH3:38])([CH3:37])[CH3:36])([CH3:34])[CH3:33].C(N(CC)C(C)C)(C)C.C([O-])([O-])=O.[K+].[K+], predict the reaction product. The product is: [Si:32]([O:1][C:2]1[CH:3]=[CH:4][C:5]2[C:9]([O:10][C:11]3[CH:12]=[CH:13][C:14](/[CH:17]=[CH:18]/[C:19]([OH:21])=[O:20])=[CH:15][CH:16]=3)=[C:8]([C:22]3[CH:27]=[CH:26][CH:25]=[CH:24][C:23]=3[CH:28]([CH3:29])[CH3:30])[S:7][C:6]=2[CH:31]=1)([C:35]([CH3:38])([CH3:37])[CH3:36])([CH3:34])[CH3:33].